This data is from Catalyst prediction with 721,799 reactions and 888 catalyst types from USPTO. The task is: Predict which catalyst facilitates the given reaction. (1) Reactant: [NH2:1][C:2]1[CH:3]=[N:4][CH:5]=[CH:6][C:7]=1[C:8]([OH:10])=[O:9].Cl[C:12]([CH2:14][C:15]([O:17][CH3:18])=[O:16])=[O:13].C(N(CC)CC)C. Product: [CH3:18][O:17][C:15]([CH2:14][C:12]([NH:1][C:2]1[CH:3]=[N:4][CH:5]=[CH:6][C:7]=1[C:8]([OH:10])=[O:9])=[O:13])=[O:16]. The catalyst class is: 21. (2) Reactant: [Cl:1][C:2]1[CH:32]=[CH:31][C:5]2[O:6][C:7]3[CH:30]=[CH:29][CH:28]=[CH:27][C:8]=3[C:9]3([CH2:15][CH2:14][CH:13]([N:16]4[CH2:21][CH2:20][CH2:19][CH:18]([C:22]([O:24]CC)=[O:23])[CH2:17]4)[CH2:12]3)[C:10](=[O:11])[C:4]=2[CH:3]=1.[OH-].[K+]. Product: [ClH:1].[Cl:1][C:2]1[CH:32]=[CH:31][C:5]2[O:6][C:7]3[CH:30]=[CH:29][CH:28]=[CH:27][C:8]=3[C:9]3([CH2:15][CH2:14][CH:13]([N:16]4[CH2:21][CH2:20][CH2:19][CH:18]([C:22]([OH:24])=[O:23])[CH2:17]4)[CH2:12]3)[C:10](=[O:11])[C:4]=2[CH:3]=1. The catalyst class is: 88. (3) Reactant: Br[C:2]1[S:3][CH:4]=[C:5]([C:7]#[N:8])[N:6]=1.[C:9]1(B(O)O)[C:18]2[C:13](=[CH:14][CH:15]=[CH:16][CH:17]=2)[CH:12]=[CH:11][CH:10]=1.C(=O)([O-])[O-].[Na+].[Na+]. Product: [C:17]1([C:2]2[S:3][CH:4]=[C:5]([C:7]#[N:8])[N:6]=2)[C:18]2[C:13](=[CH:12][CH:11]=[CH:10][CH:9]=2)[CH:14]=[CH:15][CH:16]=1. The catalyst class is: 564. (4) Reactant: [Cl:1][C:2]1[CH:3]=[C:4](/[CH:25]=[CH:26]/[C:27]([N:29]2[CH2:34][CH2:33][NH:32][C@@H:31]([CH3:35])[CH2:30]2)=[O:28])[CH:5]=[C:6]([CH3:24])[C:7]=1[O:8][C:9]1[CH:14]=[CH:13][C:12]([O:15][CH2:16][C:17]2[CH:22]=[CH:21][C:20]([CH3:23])=[CH:19][CH:18]=2)=[CH:11][N:10]=1.[F:36][C:37]1[CH:53]=[CH:52][C:40]([O:41][CH2:42][CH2:43][C:44]2[CH:51]=[CH:50][C:47]([CH:48]=O)=[CH:46][CH:45]=2)=[CH:39][CH:38]=1.[BH-](OC(C)=O)(OC(C)=O)OC(C)=O.[Na+].C([O-])(O)=O.[Na+]. Product: [Cl:1][C:2]1[CH:3]=[C:4](/[CH:25]=[CH:26]/[C:27]([N:29]2[CH2:34][CH2:33][N:32]([CH2:48][C:47]3[CH:50]=[CH:51][C:44]([CH2:43][CH2:42][O:41][C:40]4[CH:39]=[CH:38][C:37]([F:36])=[CH:53][CH:52]=4)=[CH:45][CH:46]=3)[C@@H:31]([CH3:35])[CH2:30]2)=[O:28])[CH:5]=[C:6]([CH3:24])[C:7]=1[O:8][C:9]1[CH:14]=[CH:13][C:12]([O:15][CH2:16][C:17]2[CH:22]=[CH:21][C:20]([CH3:23])=[CH:19][CH:18]=2)=[CH:11][N:10]=1. The catalyst class is: 2. (5) Reactant: [C:1]1([CH:7]2[CH2:12][CH2:11][N:10]([CH2:13][C:14]3[S:18][C:17]([NH:19]C(=O)OC(C)(C)C)=[N:16][CH:15]=3)[CH2:9][CH2:8]2)[CH:6]=[CH:5][CH:4]=[CH:3][CH:2]=1.Cl. Product: [C:1]1([CH:7]2[CH2:8][CH2:9][N:10]([CH2:13][C:14]3[S:18][C:17]([NH2:19])=[N:16][CH:15]=3)[CH2:11][CH2:12]2)[CH:2]=[CH:3][CH:4]=[CH:5][CH:6]=1. The catalyst class is: 12. (6) Reactant: [CH:1]1(B(O)O)[CH2:3][CH2:2]1.N#N.Br[C:10]1[C:11]([NH:17][C:18]2[CH:27]=[CH:26][CH:25]=[CH:24][C:19]=2[C:20]([NH:22][CH3:23])=[O:21])=[CH:12][C:13]([Cl:16])=[N:14][CH:15]=1.[O-]P([O-])([O-])=O.[K+].[K+].[K+]. Product: [Cl:16][C:13]1[CH:12]=[C:11]([NH:17][C:18]2[CH:27]=[CH:26][CH:25]=[CH:24][C:19]=2[C:20]([NH:22][CH3:23])=[O:21])[C:10]([CH:1]2[CH2:3][CH2:2]2)=[CH:15][N:14]=1. The catalyst class is: 398.